Dataset: Reaction yield outcomes from USPTO patents with 853,638 reactions. Task: Predict the reaction yield, written as a fraction of the theoretical maximum amount of product (1.0 means a 100% yield; for example, 0.34 means a 34% yield). The reactants are [C:1]([O:5][C:6]([NH:8][CH2:9][C:10]1[CH:18]=[CH:17][C:13]([C:14]([OH:16])=O)=[C:12]([Cl:19])[CH:11]=1)=[O:7])([CH3:4])([CH3:3])[CH3:2].CN(C=O)C.CCN=C=NCCCN(C)C.[Cl:36][C:37]1[C:38]2[N:39]([CH:47]=[C:48]([C:50]([NH:52][NH2:53])=[O:51])[N:49]=2)[CH:40]=[C:41]([C:43]([F:46])([F:45])[F:44])[CH:42]=1. The catalyst is O. The product is [Cl:19][C:12]1[CH:11]=[C:10]([CH:18]=[CH:17][C:13]=1[C:14]([NH:53][NH:52][C:50]([C:48]1[N:49]=[C:38]2[C:37]([Cl:36])=[CH:42][C:41]([C:43]([F:46])([F:45])[F:44])=[CH:40][N:39]2[CH:47]=1)=[O:51])=[O:16])[CH2:9][NH:8][C:6](=[O:7])[O:5][C:1]([CH3:2])([CH3:3])[CH3:4]. The yield is 0.470.